This data is from Full USPTO retrosynthesis dataset with 1.9M reactions from patents (1976-2016). The task is: Predict the reactants needed to synthesize the given product. (1) Given the product [OH:35][C:32]([CH3:33])([CH3:31])[CH2:36][O:35][C@H:32]1[CH2:31][CH2:30][C@H:29]([N:18]2[C:17](=[O:42])[C:16]([CH2:15][C:12]3[CH:13]=[CH:14][C:9]([C:4]4[C:3]([C:1]#[N:2])=[CH:8][CH:7]=[CH:6][CH:5]=4)=[C:10]([CH3:43])[CH:11]=3)=[C:21]([CH2:22][CH2:23][CH3:24])[N:20]3[N:25]=[C:26]([CH3:28])[N:27]=[C:19]23)[CH2:34][CH2:33]1, predict the reactants needed to synthesize it. The reactants are: [C:1]([C:3]1[CH:8]=[CH:7][CH:6]=[CH:5][C:4]=1[C:9]1[CH:14]=[CH:13][C:12]([CH2:15][C:16]2[C:17](=[O:42])[N:18]([C@H:29]3[CH2:34][CH2:33][C@H:32]([O:35][CH2:36]C(OCC)=O)[CH2:31][CH2:30]3)[C:19]3[N:20]([N:25]=[C:26]([CH3:28])[N:27]=3)[C:21]=2[CH2:22][CH2:23][CH3:24])=[CH:11][C:10]=1[CH3:43])#[N:2].C[Mg]Br.Cl. (2) Given the product [CH3:1][O:2][C:3]([C:5]1[NH:26][C:8]2=[CH:9][N:10]=[CH:11][C:12]([NH:13][C:14]3[CH:19]=[CH:18][C:17]([C:20]4[CH:21]=[CH:22][CH:23]=[CH:24][CH:25]=4)=[CH:16][CH:15]=3)=[C:7]2[CH:6]=1)=[O:4], predict the reactants needed to synthesize it. The reactants are: [CH3:1][O:2][C:3]([C:5]1[N:26](C(OC(C)(C)C)=O)[C:8]2=[CH:9][N:10]=[CH:11][C:12]([NH:13][C:14]3[CH:19]=[CH:18][C:17]([C:20]4[CH:25]=[CH:24][CH:23]=[CH:22][CH:21]=4)=[CH:16][CH:15]=3)=[C:7]2[CH:6]=1)=[O:4].C(O)(C(F)(F)F)=O.C(N(CC)CC)C.